From a dataset of Catalyst prediction with 721,799 reactions and 888 catalyst types from USPTO. Predict which catalyst facilitates the given reaction. Reactant: [F:1][CH2:2][CH2:3][N:4]1[CH2:8][CH2:7][C@H:6]([N:9]([CH3:19])[C:10]2[CH:15]=[CH:14][C:13]([N+:16]([O-])=O)=[CH:12][CH:11]=2)[CH2:5]1.[H][H]. Product: [F:1][CH2:2][CH2:3][N:4]1[CH2:8][CH2:7][C@H:6]([N:9]([CH3:19])[C:10]2[CH:15]=[CH:14][C:13]([NH2:16])=[CH:12][CH:11]=2)[CH2:5]1. The catalyst class is: 381.